Dataset: CYP1A2 inhibition data for predicting drug metabolism from PubChem BioAssay. Task: Regression/Classification. Given a drug SMILES string, predict its absorption, distribution, metabolism, or excretion properties. Task type varies by dataset: regression for continuous measurements (e.g., permeability, clearance, half-life) or binary classification for categorical outcomes (e.g., BBB penetration, CYP inhibition). Dataset: cyp1a2_veith. (1) The drug is Cc1cc(Cl)ccc1Oc1ncnc2oc(-c3ccccc3)cc12. The result is 1 (inhibitor). (2) The molecule is COc1ccc(C(C(=O)NC2CCCC2)N(Cc2ccc(F)cc2)C(=O)c2ccn[nH]2)cc1OC. The result is 0 (non-inhibitor). (3) The compound is O=C(COc1ccc(Cl)cc1)NCCC1=CCCCC1. The result is 1 (inhibitor). (4) The compound is O=C(CC1CCCC1)Nc1ccc2c(c1)CCC2. The result is 1 (inhibitor). (5) The result is 1 (inhibitor). The compound is COc1ccc(-c2nc3cnc(Oc4cccc(Cl)c4)nc3n(C[C@H]3CCCO3)c2=O)cc1. (6) The molecule is COc1ccccc1-c1ccc2ncnc(NCc3cccnc3)c2c1. The result is 1 (inhibitor).